Predict the product of the given reaction. From a dataset of Forward reaction prediction with 1.9M reactions from USPTO patents (1976-2016). (1) The product is: [Cl-:1].[O:36]=[C:2]1[NH:11][CH:10]=[CH:9][C:8]2[N:7]=[C:6]([C:12]3[CH:17]=[CH:16][C:15]([C:18]4([NH3+:22])[CH2:19][CH2:20][CH2:21]4)=[CH:14][CH:13]=3)[C:5]([C:30]3[CH:31]=[CH:32][CH:33]=[CH:34][CH:35]=3)=[CH:4][C:3]1=2. Given the reactants [Cl:1][C:2]1[N:11]=[CH:10][CH:9]=[C:8]2[C:3]=1[CH:4]=[C:5]([C:30]1[CH:35]=[CH:34][CH:33]=[CH:32][CH:31]=1)[C:6]([C:12]1[CH:17]=[CH:16][C:15]([C:18]3([NH:22]C(=O)OC(C)(C)C)[CH2:21][CH2:20][CH2:19]3)=[CH:14][CH:13]=1)=[N:7]2.[O:36]1CCOCC1.Cl.O, predict the reaction product. (2) Given the reactants [Br:1][C:2]1[C:23]([Cl:24])=[CH:22][C:5](/[CH:6]=[CH:7]\[C:8]2[CH:13]=[CH:12][CH:11]=[CH:10][C:9]=2[NH:14]C(=O)OC(C)(C)C)=[C:4]([CH:25]=O)[CH:3]=1.CCOC(C)=O.[BH4-].[Na+], predict the reaction product. The product is: [Br:1][C:2]1[C:23]([Cl:24])=[CH:22][C:5]2[CH:6]=[CH:7][C:8]3[CH:13]=[CH:12][CH:11]=[CH:10][C:9]=3[NH:14][CH2:25][C:4]=2[CH:3]=1. (3) The product is: [C:9]([NH:8][C:5]1[CH:6]=[CH:7][C:2]([CH2:19][CH2:18][CH:17]=[O:20])=[CH:3][CH:4]=1)(=[O:11])[CH3:10]. Given the reactants I[C:2]1[CH:7]=[CH:6][C:5]([NH:8][C:9](=[O:11])[CH3:10])=[CH:4][CH:3]=1.C([O-])(O)=O.[Na+].[CH2:17]([OH:20])[CH:18]=[CH2:19], predict the reaction product. (4) Given the reactants [NH2:1][C:2]1[C:6]2[N:7]=[C:8]([C:12]3[CH:17]=[CH:16][N:15]=[CH:14][CH:13]=3)[N:9]=[C:10]([OH:11])[C:5]=2[S:4][CH:3]=1.[CH:18]1([C:23](Cl)=[O:24])[CH2:22][CH2:21][CH2:20][CH2:19]1.O, predict the reaction product. The product is: [OH:11][C:10]1[C:5]2[S:4][CH:3]=[C:2]([NH:1][C:23]([CH:18]3[CH2:22][CH2:21][CH2:20][CH2:19]3)=[O:24])[C:6]=2[N:7]=[C:8]([C:12]2[CH:17]=[CH:16][N:15]=[CH:14][CH:13]=2)[N:9]=1. (5) Given the reactants [CH3:1][N:2]1[C:6]2[CH:7]=[C:8]([C:10]([OH:12])=O)[S:9][C:5]=2[N:4]=[C:3]1[CH2:13][O:14][CH3:15].S(Cl)(Cl)=O.[CH3:20][O:21][C:22]([CH2:24][CH2:25][NH:26][C:27]1[CH:32]=[CH:31][CH:30]=[CH:29][CH:28]=1)=[O:23].C(N(CC)CC)C, predict the reaction product. The product is: [C:27]1([N:26]([CH2:25][CH2:24][C:22]([O:21][CH3:20])=[O:23])[C:10]([C:8]2[S:9][C:5]3[N:4]=[C:3]([CH2:13][O:14][CH3:15])[N:2]([CH3:1])[C:6]=3[CH:7]=2)=[O:12])[CH:32]=[CH:31][CH:30]=[CH:29][CH:28]=1. (6) Given the reactants [Cl:1][C:2]1[CH:11]=[C:10](Cl)[C:9]2[C:4](=[C:5]([CH3:15])[C:6]([O:13][CH3:14])=[CH:7][CH:8]=2)[N:3]=1.ClC1C=C([O:27][CH2:28][C:29]2[CH:34]=[CH:33][C:32]([O:35][CH3:36])=[CH:31][CH:30]=2)C2C(=C(Cl)C(OC)=CC=2)N=1, predict the reaction product. The product is: [Cl:1][C:2]1[CH:11]=[C:10]([O:27][CH2:28][C:29]2[CH:34]=[CH:33][C:32]([O:35][CH3:36])=[CH:31][CH:30]=2)[C:9]2[C:4](=[C:5]([CH3:15])[C:6]([O:13][CH3:14])=[CH:7][CH:8]=2)[N:3]=1. (7) Given the reactants [CH:1]1[CH:2]=[CH:3][C:4]2[NH:13][C:12]3[N:11]=[CH:10][CH:9]=[CH:8][C:7]=3[C:5]=2[CH:6]=1.[Al+3].[Cl-].[Cl-].[Cl-].[Br:18][CH2:19][C:20](Br)=[O:21], predict the reaction product. The product is: [Br:18][CH2:19][C:20]([C:1]1[CH:6]=[C:5]2[C:4](=[CH:3][CH:2]=1)[NH:13][C:12]1[N:11]=[CH:10][CH:9]=[CH:8][C:7]2=1)=[O:21].